Dataset: Reaction yield outcomes from USPTO patents with 853,638 reactions. Task: Predict the reaction yield, written as a fraction of the theoretical maximum amount of product (1.0 means a 100% yield; for example, 0.34 means a 34% yield). (1) The reactants are [CH3:1][N:2]1[CH2:7][CH2:6][N:5]([C:8]2[CH:13]=[CH:12][C:11]([N+:14]([O-])=O)=[C:10]([C:17]3[S:18][CH:19]=[CH:20][C:21]=3[CH3:22])[CH:9]=2)[CH2:4][CH2:3]1. The catalyst is CO.[Pd]. The product is [CH3:1][N:2]1[CH2:3][CH2:4][N:5]([C:8]2[CH:13]=[CH:12][C:11]([NH2:14])=[C:10]([C:17]3[S:18][CH:19]=[CH:20][C:21]=3[CH3:22])[CH:9]=2)[CH2:6][CH2:7]1. The yield is 0.720. (2) The reactants are [H-].[Na+].[CH:3]1([S:6]([NH2:9])(=[O:8])=[O:7])[CH2:5][CH2:4]1.[C:10]([C:14]1[CH:19]=[CH:18][C:17]([C:20]2[CH:25]=[CH:24][CH:23]=[C:22]([CH:26]3[C:35]([CH3:37])([CH3:36])[CH2:34][C:33]4[C:32]([C:38](O)=[O:39])=[C:31]([F:41])[CH:30]=[CH:29][C:28]=4[NH:27]3)[CH:21]=2)=[CH:16][CH:15]=1)([CH3:13])([CH3:12])[CH3:11].C(N1C=CN=C1)(N1C=CN=C1)=O. The catalyst is CN(C)C=O. The product is [C:10]([C:14]1[CH:15]=[CH:16][C:17]([C:20]2[CH:25]=[CH:24][CH:23]=[C:22]([CH:26]3[C:35]([CH3:37])([CH3:36])[CH2:34][C:33]4[C:32]([C:38]([NH:9][S:6]([CH:3]5[CH2:5][CH2:4]5)(=[O:8])=[O:7])=[O:39])=[C:31]([F:41])[CH:30]=[CH:29][C:28]=4[NH:27]3)[CH:21]=2)=[CH:18][CH:19]=1)([CH3:13])([CH3:11])[CH3:12]. The yield is 0.200. (3) The reactants are Cl.C[O:3][C:4](=[O:39])[C:5]1[CH:10]=[CH:9][C:8]([CH2:11][O:12][C:13]2[CH:18]=[CH:17][C:16]([CH2:19][C@H:20]([NH2:38])[C:21]3[N:22]([CH2:34][CH2:35][CH2:36][CH3:37])[CH:23]=[C:24]([C:26]4[CH:31]=[CH:30][C:29]([Cl:32])=[CH:28][C:27]=4[Cl:33])[N:25]=3)=[CH:15][CH:14]=2)=[CH:7][CH:6]=1.[C:40]([NH:44][C:45]([C@@H:47]1[CH2:52][CH2:51][CH2:50][CH2:49][C@H:48]1[C:53]([OH:55])=O)=[O:46])([CH3:43])([CH3:42])[CH3:41]. No catalyst specified. The product is [C:40]([NH:44][C:45]([C@@H:47]1[CH2:52][CH2:51][CH2:50][CH2:49][C@H:48]1[C:53]([NH:38][C@H:20]([C:21]1[N:22]([CH2:34][CH2:35][CH2:36][CH3:37])[CH:23]=[C:24]([C:26]2[CH:31]=[CH:30][C:29]([Cl:32])=[CH:28][C:27]=2[Cl:33])[N:25]=1)[CH2:19][C:16]1[CH:15]=[CH:14][C:13]([O:12][CH2:11][C:8]2[CH:7]=[CH:6][C:5]([C:4]([OH:39])=[O:3])=[CH:10][CH:9]=2)=[CH:18][CH:17]=1)=[O:55])=[O:46])([CH3:41])([CH3:42])[CH3:43]. The yield is 0.600. (4) The reactants are [ClH:1].[F:2][C:3]1[CH:11]=[C:10]2[C:6]([C:7]([CH2:12][CH2:13][NH2:14])=[CH:8][NH:9]2)=[CH:5][CH:4]=1.Cl.CS(C)=[O:18]. No catalyst specified. The product is [ClH:1].[NH2:14][CH2:13][CH2:12][CH:7]1[C:6]2[C:10](=[CH:11][C:3]([F:2])=[CH:4][CH:5]=2)[NH:9][C:8]1=[O:18]. The yield is 0.470. (5) The reactants are [NH2:1][C:2]1[CH:7]=[CH:6][C:5]([Br:8])=[CH:4][N:3]=1.S(=O)(=O)(O)O.O.[I:15](O)(=O)(=O)=O.II.[OH-].[Na+]. The catalyst is O.C(O)(=O)C. The product is [NH2:1][C:2]1[C:7]([I:15])=[CH:6][C:5]([Br:8])=[CH:4][N:3]=1. The yield is 0.760.